Regression. Given a peptide amino acid sequence and an MHC pseudo amino acid sequence, predict their binding affinity value. This is MHC class II binding data. From a dataset of Peptide-MHC class II binding affinity with 134,281 pairs from IEDB. (1) The peptide sequence is IRPRKTHESHLVRSW. The MHC is HLA-DQA10201-DQB10402 with pseudo-sequence HLA-DQA10201-DQB10402. The binding affinity (normalized) is 0.680. (2) The peptide sequence is YRIAARPGAVTRRAA. The MHC is DRB1_0701 with pseudo-sequence DRB1_0701. The binding affinity (normalized) is 0.269. (3) The peptide sequence is QRGNFKGQKRIKCF. The MHC is HLA-DPA10201-DPB10101 with pseudo-sequence HLA-DPA10201-DPB10101. The binding affinity (normalized) is 0.155.